Dataset: Forward reaction prediction with 1.9M reactions from USPTO patents (1976-2016). Task: Predict the product of the given reaction. (1) The product is: [Br:1][C:2]1[C:11]2[C:10]([CH3:13])([CH3:12])[CH2:9][CH:8]=[C:7]([CH:14]([CH3:15])[CH3:16])[C:6]=2[CH:5]=[C:4](/[C:17](/[CH3:18])=[C:27](/[F:28])\[C:25]([O:24][CH2:23][CH3:22])=[O:26])[C:3]=1[O:20][CH3:21]. Given the reactants [Br:1][C:2]1[C:11]2[C:10]([CH3:13])([CH3:12])[CH2:9][CH:8]=[C:7]([CH:14]([CH3:16])[CH3:15])[C:6]=2[CH:5]=[C:4]([C:17](=O)[CH3:18])[C:3]=1[O:20][CH3:21].[CH3:22][CH2:23][O:24][C:25]([CH:27](P(OCC)(OCC)=O)[F:28])=[O:26].C([Li])CCC, predict the reaction product. (2) Given the reactants Cl[C:2]1[CH:10]=[CH:9][C:5]([C:6]([NH2:8])=[O:7])=[CH:4][N:3]=1.[NH:11]1[CH2:16][CH2:15][NH:14][CH2:13][CH2:12]1, predict the reaction product. The product is: [C:6]([C:5]1[CH:9]=[CH:10][C:2]([N:11]2[CH2:16][CH2:15][NH:14][CH2:13][CH2:12]2)=[N:3][CH:4]=1)(=[O:7])[NH2:8]. (3) The product is: [CH2:1]([N:3]1[CH:7]=[C:6]([C:8]2[CH:9]=[C:10]([CH:23]=[CH:24][CH:25]=2)[CH2:11][CH2:12][O:13][CH2:14][CH2:15][C:16]([OH:18])=[O:17])[N:5]=[N:4]1)[CH3:2]. Given the reactants [CH2:1]([N:3]1[CH:7]=[C:6]([C:8]2[CH:9]=[C:10]([CH:23]=[CH:24][CH:25]=2)[CH2:11][CH2:12][O:13][CH2:14][CH2:15][C:16]([O:18]C(C)(C)C)=[O:17])[N:5]=[N:4]1)[CH3:2].C(O)(C(F)(F)F)=O, predict the reaction product.